Dataset: Forward reaction prediction with 1.9M reactions from USPTO patents (1976-2016). Task: Predict the product of the given reaction. Given the reactants [CH2:1]([N:8]1[C:16]2[C:11](=[CH:12][CH:13]=[CH:14][CH:15]=2)[C:10](OS(C2C=CC(C)=CC=2)(=O)=O)=[N:9]1)[C:2]1[CH:7]=[CH:6][CH:5]=[CH:4][CH:3]=1.[C:28]([C:30]1[CH2:35][CH2:34][CH2:33][CH2:32][CH:31]=1)#[CH:29], predict the reaction product. The product is: [CH2:1]([N:8]1[C:16]2[C:11](=[CH:12][CH:13]=[CH:14][CH:15]=2)[C:10]([C:29]#[C:28][C:30]2[CH2:35][CH2:34][CH2:33][CH2:32][CH:31]=2)=[N:9]1)[C:2]1[CH:3]=[CH:4][CH:5]=[CH:6][CH:7]=1.